Dataset: Full USPTO retrosynthesis dataset with 1.9M reactions from patents (1976-2016). Task: Predict the reactants needed to synthesize the given product. (1) Given the product [Br:14][C:15]1[CH:20]=[CH:19][CH:18]=[CH:17][C:16]=1[S:21]([N:1]1[C:9]2[C:4](=[CH:5][CH:6]=[CH:7][CH:8]=2)[C:3]([CH:10]=[O:11])=[CH:2]1)(=[O:23])=[O:22], predict the reactants needed to synthesize it. The reactants are: [NH:1]1[C:9]2[C:4](=[CH:5][CH:6]=[CH:7][CH:8]=2)[C:3]([CH:10]=[O:11])=[CH:2]1.[H-].[Na+].[Br:14][C:15]1[CH:20]=[CH:19][CH:18]=[CH:17][C:16]=1[S:21](Cl)(=[O:23])=[O:22]. (2) The reactants are: C(OC([N:8]1[C:16]2[C:11](=[CH:12][CH:13]=[C:14]([Cl:17])[CH:15]=2)/[C:10](=[CH:18]/[C:19]2[CH:24]=[C:23]([Cl:25])[CH:22]=[CH:21][C:20]=2[O:26][CH2:27][CH2:28][NH:29][C:30]([O:32][C:33]([CH3:36])([CH3:35])[CH3:34])=[O:31])/[C:9]1=[O:37])=O)(C)(C)C.[F:38][C:39]1[CH:40]=[CH:41][C:42]([CH3:54])=[C:43]([CH:45]=[N:46][C:47]([O:49][Si](C)(C)C)=[CH2:48])[CH:44]=1. Given the product [Cl:17][C:14]1[CH:15]=[C:16]2[NH:8][C:9](=[O:37])[C:10]3([CH:18]([C:19]4[CH:24]=[C:23]([Cl:25])[CH:22]=[CH:21][C:20]=4[O:26][CH2:27][CH2:28][NH:29][C:30]([O:32][C:33]([CH3:34])([CH3:36])[CH3:35])=[O:31])[CH2:48][C:47](=[O:49])[NH:46][CH:45]3[C:43]3[CH:44]=[C:39]([F:38])[CH:40]=[CH:41][C:42]=3[CH3:54])[C:11]2=[CH:12][CH:13]=1, predict the reactants needed to synthesize it.